From a dataset of Full USPTO retrosynthesis dataset with 1.9M reactions from patents (1976-2016). Predict the reactants needed to synthesize the given product. (1) Given the product [F:9][C:8]([F:11])([F:10])[C:5]1[CH:6]=[CH:7][C:2]([NH:16][S:13]([CH3:12])(=[O:15])=[O:14])=[N:3][CH:4]=1, predict the reactants needed to synthesize it. The reactants are: Cl[C:2]1[CH:7]=[CH:6][C:5]([C:8]([F:11])([F:10])[F:9])=[CH:4][N:3]=1.[CH3:12][S:13]([NH2:16])(=[O:15])=[O:14].C(=O)([O-])[O-].[K+].[K+].Cl. (2) The reactants are: [CH2:1]([N:8]=[C:9]([C:11]1[CH:16]=[CH:15][CH:14]=[CH:13][CH:12]=1)[CH3:10])[C:2]1[CH:7]=[CH:6][CH:5]=[CH:4][CH:3]=1.[H][H]. Given the product [CH2:1]([NH:8][CH:9]([C:11]1[CH:16]=[CH:15][CH:14]=[CH:13][CH:12]=1)[CH3:10])[C:2]1[CH:7]=[CH:6][CH:5]=[CH:4][CH:3]=1, predict the reactants needed to synthesize it. (3) Given the product [CH:19]1([O:24][C:11](=[O:12])[NH:10][C:8](=[O:9])[CH:7]([C:1]2[CH:6]=[CH:5][CH:4]=[CH:3][CH:2]=2)[C:13]2[CH:18]=[CH:17][CH:16]=[CH:15][CH:14]=2)[CH2:23][CH2:22][CH2:21][CH2:20]1, predict the reactants needed to synthesize it. The reactants are: [C:1]1([CH:7]([C:13]2[CH:18]=[CH:17][CH:16]=[CH:15][CH:14]=2)[C:8]([N:10]=[C:11]=[O:12])=[O:9])[CH:6]=[CH:5][CH:4]=[CH:3][CH:2]=1.[CH:19]1([OH:24])[CH2:23][CH2:22][CH2:21][CH2:20]1. (4) Given the product [F:33][C:30]([F:31])([F:32])[C:22]1[CH:21]=[C:20]([C:18]2[CH:17]=[CH:16][N:15]=[C:14]([CH:11]3[CH2:12][CH2:13][NH:8][CH2:9][CH2:10]3)[N:19]=2)[CH:25]=[C:24]([C:26]([F:29])([F:27])[F:28])[CH:23]=1, predict the reactants needed to synthesize it. The reactants are: C(OC([N:8]1[CH2:13][CH2:12][CH:11]([C:14]2[N:19]=[C:18]([C:20]3[CH:25]=[C:24]([C:26]([F:29])([F:28])[F:27])[CH:23]=[C:22]([C:30]([F:33])([F:32])[F:31])[CH:21]=3)[CH:17]=[CH:16][N:15]=2)[CH2:10][CH2:9]1)=O)(C)(C)C.C(C(O)=O)(F)(F)F.